Task: Regression. Given a peptide amino acid sequence and an MHC pseudo amino acid sequence, predict their binding affinity value. This is MHC class I binding data.. Dataset: Peptide-MHC class I binding affinity with 185,985 pairs from IEDB/IMGT The binding affinity (normalized) is 0.127. The peptide sequence is NEEVAIILA. The MHC is HLA-B40:02 with pseudo-sequence HLA-B40:02.